From a dataset of Reaction yield outcomes from USPTO patents with 853,638 reactions. Predict the reaction yield, written as a fraction of the theoretical maximum amount of product (1.0 means a 100% yield; for example, 0.34 means a 34% yield). (1) The reactants are Cl.[CH3:2][NH2:3].[C:4]([C:6]1[CH:7]=[C:8]([S:12](Cl)(=[O:14])=[O:13])[CH:9]=[CH:10][CH:11]=1)#[N:5].Cl. The catalyst is N1C=CC=CC=1. The product is [C:4]([C:6]1[CH:7]=[C:8]([S:12]([NH:3][CH3:2])(=[O:14])=[O:13])[CH:9]=[CH:10][CH:11]=1)#[N:5]. The yield is 0.920. (2) The reactants are C([O:5][C:6](=[O:34])[C:7]1[CH:12]=[CH:11][CH:10]=[C:9]([NH:13][CH2:14][CH2:15][N:16]2[C:25]3[C:20]([C:21](=[O:27])[NH:22][C:23](=[O:26])[N:24]=3)=[N:19][C:18]3[CH:28]=[C:29]([CH3:33])[C:30]([CH3:32])=[CH:31][C:17]2=3)[CH:8]=1)(C)(C)C.FC(F)(F)C(O)=O. The catalyst is C(Cl)Cl. The product is [CH3:33][C:29]1[C:30]([CH3:32])=[CH:31][C:17]2[N:16]([CH2:15][CH2:14][NH:13][C:9]3[CH:8]=[C:7]([CH:12]=[CH:11][CH:10]=3)[C:6]([OH:34])=[O:5])[C:25]3[C:20]([C:21](=[O:27])[NH:22][C:23](=[O:26])[N:24]=3)=[N:19][C:18]=2[CH:28]=1. The yield is 0.839.